From a dataset of Full USPTO retrosynthesis dataset with 1.9M reactions from patents (1976-2016). Predict the reactants needed to synthesize the given product. (1) Given the product [NH2:12][C:13]1[CH:20]=[CH:19][C:16]([CH2:17][NH:18][C:7](=[O:11])[C:8]([CH3:10])=[CH2:9])=[CH:15][CH:14]=1, predict the reactants needed to synthesize it. The reactants are: [C:7](O[C:7](=[O:11])[C:8]([CH3:10])=[CH2:9])(=[O:11])[C:8]([CH3:10])=[CH2:9].[NH2:12][C:13]1[CH:20]=[CH:19][C:16]([CH2:17][NH2:18])=[CH:15][CH:14]=1.C(N(CC)CC)C. (2) Given the product [CH3:19][O:20][C:21]1[CH:22]=[C:23]([N:24]([CH3:25])[C:2]2[CH:18]=[CH:17][C:5]3[S:6][C:7]([C:10]4[CH:15]=[CH:14][N:13]=[C:12]([NH2:16])[N:11]=4)=[C:8]([CH3:9])[C:4]=3[CH:3]=2)[CH:26]=[CH:27][CH:28]=1, predict the reactants needed to synthesize it. The reactants are: Br[C:2]1[CH:18]=[CH:17][C:5]2[S:6][C:7]([C:10]3[CH:15]=[CH:14][N:13]=[C:12]([NH2:16])[N:11]=3)=[C:8]([CH3:9])[C:4]=2[CH:3]=1.[CH3:19][O:20][C:21]1[CH:22]=[C:23]([CH:26]=[CH:27][CH:28]=1)[NH:24][CH3:25].[Cl-].C(C1C=CC=C(C(C)C)C=1[N+]1C=CN(C2C(C(C)C)=CC=CC=2C(C)C)C=1)(C)C.CC(C)([O-])C.[Na+].